From a dataset of Peptide-MHC class I binding affinity with 185,985 pairs from IEDB/IMGT. Regression. Given a peptide amino acid sequence and an MHC pseudo amino acid sequence, predict their binding affinity value. This is MHC class I binding data. (1) The peptide sequence is ISIPGDGKF. The binding affinity (normalized) is 0.0847. The MHC is HLA-A03:01 with pseudo-sequence HLA-A03:01. (2) The peptide sequence is SFFGPIGKL. The MHC is H-2-Kb with pseudo-sequence H-2-Kb. The binding affinity (normalized) is 0.800. (3) The peptide sequence is ALPPRAFEL. The MHC is HLA-E01:01 with pseudo-sequence HLA-E01:03. The binding affinity (normalized) is 0.594. (4) The peptide sequence is QTGINNVQSL. The MHC is HLA-A02:01 with pseudo-sequence HLA-A02:01. The binding affinity (normalized) is 0.00356. (5) The peptide sequence is MDCTHLEG. The MHC is Mamu-B08 with pseudo-sequence Mamu-B08. The binding affinity (normalized) is 0. (6) The MHC is Mamu-A11 with pseudo-sequence Mamu-A11. The binding affinity (normalized) is 0.596. The peptide sequence is LEENITALL. (7) The peptide sequence is ITTAVKTVL. The MHC is HLA-A02:01 with pseudo-sequence HLA-A02:01. The binding affinity (normalized) is 0. (8) The peptide sequence is INEEAADWD. The MHC is Mamu-B08 with pseudo-sequence Mamu-B08. The binding affinity (normalized) is 0.139. (9) The MHC is HLA-A33:01 with pseudo-sequence HLA-A33:01. The binding affinity (normalized) is 0.832. The peptide sequence is YTIGTTHFQR.